This data is from Reaction yield outcomes from USPTO patents with 853,638 reactions. The task is: Predict the reaction yield, written as a fraction of the theoretical maximum amount of product (1.0 means a 100% yield; for example, 0.34 means a 34% yield). The reactants are [CH3:1][O:2][CH2:3][CH2:4][O:5][CH2:6][C:7]([C:10]1[CH:15]=[CH:14][C:13]([NH:16][C:17](=[O:19])[CH3:18])=[CH:12][C:11]=1[N+:20]([O-])=O)([CH3:9])[CH3:8]. The catalyst is CO.[Ni]. The product is [NH2:20][C:11]1[CH:12]=[C:13]([NH:16][C:17](=[O:19])[CH3:18])[CH:14]=[CH:15][C:10]=1[C:7]([CH3:9])([CH3:8])[CH2:6][O:5][CH2:4][CH2:3][O:2][CH3:1]. The yield is 0.350.